Task: Predict the product of the given reaction.. Dataset: Forward reaction prediction with 1.9M reactions from USPTO patents (1976-2016) (1) Given the reactants [Br:1][C:2]1[CH:7]=[C:6]([OH:8])[C:5]([O:9][CH3:10])=[CH:4][C:3]=1[CH2:11][C:12]([OH:14])=[O:13].S(=O)(=O)(O)O.[CH3:20]O, predict the reaction product. The product is: [Br:1][C:2]1[CH:7]=[C:6]([OH:8])[C:5]([O:9][CH3:10])=[CH:4][C:3]=1[CH2:11][C:12]([O:14][CH3:20])=[O:13]. (2) Given the reactants [CH:1]([C:3]1[C:4]([C:12](N(C)C)=[O:13])=[CH:5][C:6]2[O:10][CH2:9][O:8][C:7]=2[CH:11]=1)=[O:2].[C-]#N.[K+].C1OCCOCCOCCOCCOCCOC1.C[Si]([C:42]#[N:43])(C)C.C(=O)(O)[O-].[Na+], predict the reaction product. The product is: [O:13]=[C:12]1[C:4]2[C:3](=[CH:11][C:7]3[O:8][CH2:9][O:10][C:6]=3[CH:5]=2)[CH:1]([C:42]#[N:43])[O:2]1. (3) Given the reactants [CH3:1][C:2]1[CH:7]=[CH:6][CH:5]=[C:4]([C:8]#[C:9][CH:10]=[C:11]2[CH2:16][CH2:15][NH:14][CH2:13][CH2:12]2)[N:3]=1.Br[C:18]1[CH:19]=[N:20][CH:21]=[CH:22][C:23]=1[CH3:24].C(=O)([O-])[O-].[Cs+].[Cs+].C1(P(C2CCCCC2)C2C=CC=CC=2C2C=CC=CC=2)CCCCC1, predict the reaction product. The product is: [CH3:1][C:2]1[CH:7]=[CH:6][CH:5]=[C:4]([C:8]#[C:9][CH:10]=[C:11]2[CH2:12][CH2:13][N:14]([C:18]3[CH:19]=[N:20][CH:21]=[CH:22][C:23]=3[CH3:24])[CH2:15][CH2:16]2)[N:3]=1. (4) Given the reactants C(O[C:4](=[C:11]1[C:19]2[C:14](=[CH:15][CH:16]=[C:17]([N+:20]([O-:22])=[O:21])[CH:18]=2)[NH:13][C:12]1=[O:23])[C:5]1[CH:10]=[CH:9][CH:8]=[CH:7][CH:6]=1)C.[CH3:24][N:25]([CH3:36])[CH2:26][C:27]#[C:28][C:29]1[CH:35]=[CH:34][C:32]([NH2:33])=[CH:31][CH:30]=1, predict the reaction product. The product is: [CH3:36][N:25]([CH3:24])[CH2:26][C:27]#[C:28][C:29]1[CH:30]=[CH:31][C:32]([NH:33]/[C:4](=[C:11]2\[C:12](=[O:23])[NH:13][C:14]3[C:19]\2=[CH:18][C:17]([N+:20]([O-:22])=[O:21])=[CH:16][CH:15]=3)/[C:5]2[CH:10]=[CH:9][CH:8]=[CH:7][CH:6]=2)=[CH:34][CH:35]=1. (5) The product is: [Cl:1][C:2]1[C:11]([CH3:12])=[CH:10][C:9]2[CH:8]([NH:13][C:14]3[CH:23]=[CH:22][C:21]([F:24])=[C:20]4[C:15]=3[CH:16]=[N:17][C:18]([CH3:25])=[N:19]4)[C:7]([C:27]([F:28])([F:29])[F:30])([OH:26])[CH2:6][C:5]([CH3:31])([CH3:32])[C:4]=2[C:3]=1[OH:33]. Given the reactants [Cl:1][C:2]1[C:3]([O:33]C)=[C:4]2[C:9](=[CH:10][C:11]=1[CH3:12])[CH:8]([NH:13][C:14]1[CH:23]=[CH:22][C:21]([F:24])=[C:20]3[C:15]=1[CH:16]=[N:17][C:18]([CH3:25])=[N:19]3)[C:7]([C:27]([F:30])([F:29])[F:28])([OH:26])[CH2:6][C:5]2([CH3:32])[CH3:31].B(Br)(Br)Br.C(=O)(O)[O-].[Na+], predict the reaction product. (6) Given the reactants Br[C:2]1[CH:7]=[CH:6][C:5]([CH:8]2[CH2:16][CH2:15][CH2:14][CH:13]3[N:9]2[CH2:10][CH2:11][CH2:12]3)=[CH:4][CH:3]=1.C([Li])CCC.C[O:23]B(OC)OC.C[N+]1([O-])CCOCC1, predict the reaction product. The product is: [OH:23][C:2]1[CH:7]=[CH:6][C:5]([CH:8]2[CH2:16][CH2:15][CH2:14][CH:13]3[N:9]2[CH2:10][CH2:11][CH2:12]3)=[CH:4][CH:3]=1. (7) Given the reactants [F:1][C:2]1[CH:3]=[CH:4][C:5]([CH3:17])=[C:6]([CH:8]=[N:9][C:10]([O:12][Si](C)(C)C)=[CH2:11])[CH:7]=1.[C:18]([O:22][C:23]([N:25]1[C:33]2[C:28](=[CH:29][CH:30]=[C:31]([Cl:34])[CH:32]=2)/[C:27](=[CH:35]/[C:36]2[CH:41]=[C:40]([Cl:42])[CH:39]=[CH:38][C:37]=2[O:43][CH2:44][C:45]2([C:50]#[N:51])[CH2:49][CH2:48][CH2:47][CH2:46]2)/[C:26]1=[O:52])=[O:24])([CH3:21])([CH3:20])[CH3:19].CO, predict the reaction product. The product is: [C:18]([O:22][C:23]([N:25]1[C:33]2[C:28](=[CH:29][CH:30]=[C:31]([Cl:34])[CH:32]=2)[C:27]2([CH:35]([C:36]3[CH:41]=[C:40]([Cl:42])[CH:39]=[CH:38][C:37]=3[O:43][CH2:44][C:45]3([C:50]#[N:51])[CH2:49][CH2:48][CH2:47][CH2:46]3)[CH2:12][C:10](=[O:11])[NH:9][CH:8]2[C:6]2[CH:7]=[C:2]([F:1])[CH:3]=[CH:4][C:5]=2[CH3:17])[C:26]1=[O:52])=[O:24])([CH3:21])([CH3:19])[CH3:20].